This data is from Experimentally validated miRNA-target interactions with 360,000+ pairs, plus equal number of negative samples. The task is: Binary Classification. Given a miRNA mature sequence and a target amino acid sequence, predict their likelihood of interaction. (1) The miRNA is hsa-miR-511-5p with sequence GUGUCUUUUGCUCUGCAGUCA. The protein sequence of the target gene is MSGFLEGSRCSECMDWGEKRNTIASIAAGVLFFTGWWIIIDAAVMYPRMDQFNHSYHTCGVIATIAFLMINAVSNGQVRGDSYSEGCLGQTGARIWLFIGFMLAFGSLIASMWILFGGYVAKEKDVVYPGIAVFFQNAFIFFGGLVFKFGRTEDLWQ. Result: 0 (no interaction). (2) The protein sequence of the target gene is MAATVEGPELEAAAAAGDASEDSDAGSRALPFLGGNRLSLDLYPGGCQQLLHLCVQQPLQLLQVEFLRLSTHEDPQLLEATLAQLPQSLSCLRSLVLKGGQRRDTLGACLRGALTNLPAGLSGLAHLAHLDLSFNSLETLPACVLQMRGLGALLLSHNCLSELPEALGALPALTFLTVTHNRLQTLPPALGALSTLQRLDLSQNLLDTLPPEIGGLGSLLELNLASNRLQSLPASLAGLRSLRLLVLHSNLLASVPADLARLPLLTRLDLRDNQLRDLPPELLDAPFVRLQGNPLGEASP.... Result: 0 (no interaction). The miRNA is hsa-miR-204-3p with sequence GCUGGGAAGGCAAAGGGACGU. (3) The miRNA is rno-miR-30c-1-3p with sequence CUGGGAGAGGGUUGUUUACUCC. The protein sequence of the target gene is MKLRTRKASQQSSPIQTQRTARAKRKYSEVDDSLPSGGEKPSKNETGLLSSIKKFIKGSTPKEERENPSKRSRIERDIDNNLITSTPRTGEKPDKQLSRVRRKSPVNGEAGSYEMTNQHIKQNGKLEDNPCSGSPPRTTLLGTIFSPVFNFFSPANKNGTSGSDSPGQAVEAEEIVKQLDMEQVDEITTSTTSANGAAYSNQAVQVRPSLNNGLEEAEETVTRDIPPLTAPVTPESGYSSAHAEATYEEDWEVFDPYYFIKHVPPLTEEQLNRKPALPLKTRSTPEFSLVLDLDETLVHC.... Result: 0 (no interaction). (4) The miRNA is hsa-miR-4696 with sequence UGCAAGACGGAUACUGUCAUCU. The protein sequence of the target gene is MPDVKESVPPKYPGDSEGRSCKPETSGPPQEDKSGSEDPPPFLSVTGLTETVNEVSKLSNKIGMNCDYYMEEKVLPPSSLEGKVKETVHNAFWDHLKEQLSATPPDFSCALELLKEIKEILLSLLLPRQNRLRIEIEEALDMDLLKQEAEHGALKVLYLSKYVLNMMALLCAPVRDEAVQKLENITDPVWLLRGIFQVLGRMKMDMVNYTIQSLQPHLQEHSIQYERAKFQELLNKQPSLLNHTTKWLTQAAGDLTMSPPTCPDTSDSSSVAGPSPNEAANNPEPLSPTMVLCQGFLNLL.... Result: 0 (no interaction). (5) The miRNA is hsa-miR-423-3p with sequence AGCUCGGUCUGAGGCCCCUCAGU. The protein sequence of the target gene is MAAIYLSRGFFSREPICPFEEKTKVERMVEDYLASGYQDSVTFDDVAVDFTPEEWALLDTTEKYLYRDVMLENYMNLASVEWEIQPRTKRSSLQQGFLKNQIFSGIQMTRGYSGWKLCDCKNCGEVFREQFCLKTHMRVQNGGNTSEGNCYGKDTLSVHKEASTGQELSKFNPCGKVFTLTPGLAVHLEVLNARQPYKCKECGKGFKYFASLDNHMGIHTDEKLCEFQEYGRAVTASSHLKQCVAVHTGKKSKKTKKCGKSFTNFSQLYAPVKTHKGEKSFECKECGRSFRNSSCLNDHI.... Result: 1 (interaction). (6) The miRNA is hsa-miR-5196-5p with sequence AGGGAAGGGGACGAGGGUUGGG. The protein sequence of the target gene is MEWGPGSDWSRGEAAGVDRGKAGLGLGGRPPPQPPREERAQQLLDAVEQRQRQLLDTIAACEEMLRQLGRRRPEPAGGGNVSAKPGAPPQPAVSARGGFPKDAGDGAAEP. Result: 0 (no interaction). (7) The miRNA is hsa-miR-6893-5p with sequence CAGGCAGGUGUAGGGUGGAGC. The protein sequence of the target gene is MGCDGRVSGLLRRNLQPTLTYWSVFFSFGLCIAFLGPTLLDLRCQTHSSLPQISWVFFSQQLCLLLGSALGGVFKRTLAQSLWALFTSSLAISLVFAVIPFCRDVKVLASVMALAGLAMGCIDTVANMQLVRMYQKDSAVFLQVLHFFVGFGALLSPLIADPFLSEANCLPANSTANTTSRGHLFHVSRVLGQHHVDAKPWSNQTFPGLTPKDGAGTRVSYAFWIMALINLPVPMAVLMLLSKERLLTCCPQRRPLLLSADELALETQPPEKEDASSLPPKFQSHLGHEDLFSCCQRKNL.... Result: 1 (interaction). (8) The miRNA is hsa-miR-5583-5p with sequence AAACUAAUAUACCCAUAUUCUG. The protein sequence of the target gene is MEDQREALRKIITTLAMKNEETQTFIYSLKQMLLNVEANSAKVQEDLEAEFQSLTSVLEELKESMLMKIKQDRASRTYELQNQLAACTRALESSEELLETANQTLQASDSEDFSQAAKEIKDGITMAPAFRLSLKAKVSDNMSHLMVDFAQERQMLQALKFLPVPSAPTIDLAESLVSDNCVTLVWHMPDEDSKIDHYVLEYRKTNFEGPPRLKEDHPWMVVEGIRQTEHTLTGLKFDMKYMNIRVKACNKAVAGEFSEPVTLETPAFMFRLDGSTSHQNLRVEDLSAEWDAMGGKVQDI.... Result: 0 (no interaction).